Dataset: Catalyst prediction with 721,799 reactions and 888 catalyst types from USPTO. Task: Predict which catalyst facilitates the given reaction. (1) Reactant: [CH2:1]([C:3]([C:21]1[CH:26]=[CH:25][C:24]([OH:27])=[C:23]([CH3:28])[CH:22]=1)([C:6]1[CH:11]=[CH:10][C:9](/[CH:12]=[CH:13]/[C:14]([CH2:18][CH3:19])([OH:17])[CH2:15][CH3:16])=[C:8]([CH3:20])[CH:7]=1)[CH2:4][CH3:5])[CH3:2].C1C=CC(P(C2C=CC=CC=2)C2C=CC=CC=2)=CC=1.O[CH2:49][C@@H:50]1[O:55][C:54](=[O:56])[CH2:53][CH2:52][CH2:51]1.CCOC(/N=N/C(OCC)=O)=O. Product: [CH2:1]([C:3]([C:21]1[CH:26]=[CH:25][C:24]([O:27][CH2:49][C@@H:50]2[O:55][C:54](=[O:56])[CH2:53][CH2:52][CH2:51]2)=[C:23]([CH3:28])[CH:22]=1)([C:6]1[CH:11]=[CH:10][C:9](/[CH:12]=[CH:13]/[C:14]([CH2:15][CH3:16])([OH:17])[CH2:18][CH3:19])=[C:8]([CH3:20])[CH:7]=1)[CH2:4][CH3:5])[CH3:2]. The catalyst class is: 1. (2) Reactant: C(OP(O[CH2:10][C:11]1[O:15][N:14]=[C:13]([C:16]([O:18][CH2:19][CH3:20])=[O:17])[CH:12]=1)(OCC)=O)C.[F:21][C:22]1[CH:23]=[C:24](B(O)O)[CH:25]=[CH:26][C:27]=1[F:28].C(=O)([O-])[O-].[K+].[K+].C1(P(C2C=CC=CC=2)C2C=CC=CC=2)C=CC=CC=1. Product: [F:21][C:22]1[CH:23]=[C:24]([CH:25]=[CH:26][C:27]=1[F:28])[CH2:10][C:11]1[O:15][N:14]=[C:13]([C:16]([O:18][CH2:19][CH3:20])=[O:17])[CH:12]=1. The catalyst class is: 706. (3) Reactant: [OH:1][CH:2]([CH2:14][O:15][C:16]1[CH:21]=[CH:20][CH:19]=[CH:18][CH:17]=1)[CH2:3][O:4][C:5]1[CH:10]=[CH:9][C:8]([CH2:11][C:12]#[N:13])=[CH:7][CH:6]=1. Product: [O:1]=[C:2]([CH2:14][O:15][C:16]1[CH:21]=[CH:20][CH:19]=[CH:18][CH:17]=1)[CH2:3][O:4][C:5]1[CH:6]=[CH:7][C:8]([CH2:11][C:12]#[N:13])=[CH:9][CH:10]=1. The catalyst class is: 2. (4) Reactant: Cl[C:2]1[C:7]([C:8]2[CH:13]=[CH:12][CH:11]=[C:10]([O:14][CH3:15])[CH:9]=2)=[CH:6][N:5]=[C:4]2[N:16]([S:19]([C:22]3[CH:27]=[CH:26][CH:25]=[CH:24][CH:23]=3)(=[O:21])=[O:20])[CH:17]=[CH:18][C:3]=12.[N:28]1([C:34]([O:36][C:37]([CH3:40])([CH3:39])[CH3:38])=[O:35])[CH2:33][CH2:32][NH:31][CH2:30][CH2:29]1.CC1(C)C2C(=C(P(C3C=CC=CC=3)C3C=CC=CC=3)C=CC=2)OC2C(P(C3C=CC=CC=3)C3C=CC=CC=3)=CC=CC1=2.C([O-])([O-])=O.[Cs+].[Cs+]. Product: [CH3:15][O:14][C:10]1[CH:9]=[C:8]([C:7]2[C:2]([N:31]3[CH2:30][CH2:29][N:28]([C:34]([O:36][C:37]([CH3:40])([CH3:39])[CH3:38])=[O:35])[CH2:33][CH2:32]3)=[C:3]3[CH:18]=[CH:17][N:16]([S:19]([C:22]4[CH:27]=[CH:26][CH:25]=[CH:24][CH:23]=4)(=[O:21])=[O:20])[C:4]3=[N:5][CH:6]=2)[CH:13]=[CH:12][CH:11]=1. The catalyst class is: 222. (5) Reactant: [OH-].[K+].[Cl:3][C:4]1[CH:5]=[C:6]2[C:10](=[C:11]([CH3:13])[CH:12]=1)[NH:9][CH:8]=[CH:7]2.[CH3:14][O:15][CH2:16][CH2:17]Br. Product: [Cl:3][C:4]1[CH:5]=[C:6]2[C:10](=[C:11]([CH3:13])[CH:12]=1)[N:9]([CH2:17][CH2:16][O:15][CH3:14])[CH:8]=[CH:7]2. The catalyst class is: 16. (6) Reactant: [N:1]([CH2:4][CH2:5][O:6][C@H:7]1[CH2:30][O:29][C:10]2=[CH:11][CH:12]=[C:13]3[C:17]([N:16]([CH2:18][C@H:19]([O:21][Si:22]([C:25]([CH3:28])([CH3:27])[CH3:26])([CH3:24])[CH3:23])[CH3:20])[N:15]=[CH:14]3)=[C:9]2[CH2:8]1)=[N+]=[N-].C(N(CC)CC)C.[C:38](Cl)(=[O:40])[CH3:39].C(=O)(O)[O-].[Na+]. Product: [C:25]([Si:22]([CH3:24])([CH3:23])[O:21][C@H:19]([CH3:20])[CH2:18][N:16]1[C:17]2[C:13](=[CH:12][CH:11]=[C:10]3[O:29][CH2:30][C@H:7]([O:6][CH2:5][CH2:4][NH:1][C:38](=[O:40])[CH3:39])[CH2:8][C:9]3=2)[CH:14]=[N:15]1)([CH3:28])([CH3:27])[CH3:26]. The catalyst class is: 19. (7) Reactant: [OH:1][CH2:2][C:3]1[C:8]([C:9]2[C:10]([CH2:18]O)=[CH:11][C:12]3[O:16][CH2:15][O:14][C:13]=3[CH:17]=2)=[C:7]([O:20][CH3:21])[C:6]([O:22][CH3:23])=[C:5]([O:24][CH3:25])[CH:4]=1.O.C(OCC)(=O)C. Product: [CH3:21][O:20][C:7]1[C:8]2[C:9]3[CH:17]=[C:13]4[O:14][CH2:15][O:16][C:12]4=[CH:11][C:10]=3[CH2:18][O:1][CH2:2][C:3]=2[CH:4]=[C:5]([O:24][CH3:25])[C:6]=1[O:22][CH3:23]. The catalyst class is: 295. (8) Reactant: [CH3:1][C:2]([CH2:8][CH:9]([CH3:11])[CH3:10])=[C:3]1[CH:7]=[CH:6][CH:5]=[CH:4]1.[CH3:12][Li].O. Product: [CH3:1][C:2]([C:3]1[CH2:7][CH:6]=[CH:5][CH:4]=1)([CH3:12])[CH2:8][CH:9]([CH3:11])[CH3:10]. The catalyst class is: 28. (9) Reactant: [Br:1][C:2]1[CH:3]=[CH:4][C:5]([OH:11])=[C:6]([C:8](=[O:10])[CH3:9])[CH:7]=1.[Cl:12][C:13]1[CH:14]=[C:15]([CH:18]=[CH:19][CH:20]=1)[CH:16]=O.O.O.O.O.O.O.O.O.O.O.O.B([O-])([O-])[O-].B([O-])([O-])[O-].B([O-])([O-])[O-].B([O-])([O-])[O-].[Na+].[Na+].[Na+].[Na+].[Na+].[Na+].[Na+].[Na+].[Na+].[Na+].[Na+].[Na+]. Product: [Br:1][C:2]1[CH:7]=[C:6]2[C:5](=[CH:4][CH:3]=1)[O:11][CH:16]([C:15]1[CH:18]=[CH:19][CH:20]=[C:13]([Cl:12])[CH:14]=1)[CH2:9][C:8]2=[O:10]. The catalyst class is: 351. (10) Reactant: [CH2:1]([NH:3][C:4](=[O:25])[O:5][C:6]1[C:7]([CH3:24])=[C:8]2[N:13]([CH:14]=1)[N:12]=[CH:11][N:10]=[C:9]2[O:15][C:16]1[CH:21]=[CH:20][C:19]([NH2:22])=[CH:18][C:17]=1[F:23])[CH3:2].[F:26][C:27]1[CH:32]=[CH:31][C:30]([CH2:33][C:34]([N:36]=[C:37]=[O:38])=[O:35])=[CH:29][CH:28]=1. Product: [CH2:1]([NH:3][C:4](=[O:25])[O:5][C:6]1[C:7]([CH3:24])=[C:8]2[N:13]([CH:14]=1)[N:12]=[CH:11][N:10]=[C:9]2[O:15][C:16]1[CH:21]=[CH:20][C:19]([NH:22][C:37]([NH:36][C:34](=[O:35])[CH2:33][C:30]2[CH:31]=[CH:32][C:27]([F:26])=[CH:28][CH:29]=2)=[O:38])=[CH:18][C:17]=1[F:23])[CH3:2]. The catalyst class is: 2.